This data is from Peptide-MHC class II binding affinity with 134,281 pairs from IEDB. The task is: Regression. Given a peptide amino acid sequence and an MHC pseudo amino acid sequence, predict their binding affinity value. This is MHC class II binding data. (1) The peptide sequence is PPTVTIFKISKTVSE. The MHC is DRB1_0701 with pseudo-sequence DRB1_0701. The binding affinity (normalized) is 0.668. (2) The peptide sequence is LLAMAVLAALFAGAW. The MHC is HLA-DPA10103-DPB10201 with pseudo-sequence HLA-DPA10103-DPB10201. The binding affinity (normalized) is 0.556. (3) The peptide sequence is THGIRPVVSTQLLLY. The MHC is HLA-DPA10201-DPB10501 with pseudo-sequence HLA-DPA10201-DPB10501. The binding affinity (normalized) is 0.567. (4) The peptide sequence is YTAKYPNLNDLKALT. The MHC is DRB1_0101 with pseudo-sequence DRB1_0101. The binding affinity (normalized) is 0.488. (5) The peptide sequence is RLFVSILSGDNEIEY. The MHC is DRB1_0101 with pseudo-sequence DRB1_0101. The binding affinity (normalized) is 0.581. (6) The peptide sequence is VENVRVAYGKCDSAG. The MHC is DRB1_1301 with pseudo-sequence DRB1_1301. The binding affinity (normalized) is 0.407. (7) The peptide sequence is AAFKIAATAANSAPA. The MHC is HLA-DPA10201-DPB11401 with pseudo-sequence HLA-DPA10201-DPB11401. The binding affinity (normalized) is 0.345. (8) The peptide sequence is ASKILGLPTQTVDSS. The MHC is DRB1_1101 with pseudo-sequence DRB1_1101. The binding affinity (normalized) is 0.291. (9) The MHC is HLA-DQA10301-DQB10302 with pseudo-sequence HLA-DQA10301-DQB10302. The peptide sequence is SQPLELSWNLNGLQAY. The binding affinity (normalized) is 0.365. (10) The peptide sequence is QFKSKCRIEPVCLLLHGSPG. The MHC is HLA-DQA10501-DQB10201 with pseudo-sequence HLA-DQA10501-DQB10201. The binding affinity (normalized) is 0.